This data is from Forward reaction prediction with 1.9M reactions from USPTO patents (1976-2016). The task is: Predict the product of the given reaction. (1) Given the reactants C(OC([N:8]1[CH2:13][CH2:12][O:11][CH2:10][C@H:9]1[CH2:14][O:15][C:16]([N:18]1[CH2:23][CH2:22][N:21]([C:24]2[CH:29]=[CH:28][C:27]([F:30])=[CH:26][CH:25]=2)[CH2:20][CH2:19]1)=[O:17])=O)(C)(C)C.C(O)(C(F)(F)F)=O, predict the reaction product. The product is: [F:30][C:27]1[CH:28]=[CH:29][C:24]([N:21]2[CH2:20][CH2:19][N:18]([C:16]([O:15][CH2:14][C@@H:9]3[CH2:10][O:11][CH2:12][CH2:13][NH:8]3)=[O:17])[CH2:23][CH2:22]2)=[CH:25][CH:26]=1. (2) Given the reactants [F:1][C:2]1[C:7]([C:8]2[N:9]=[N:10][N:11]([C:13]3[N:14]([CH3:29])[N:15]=[C:16]([C:22]([F:28])([F:27])[C:23]([F:26])([F:25])[F:24])[C:17]=3[C:18]([F:21])([F:20])[F:19])[CH:12]=2)=[CH:6][CH:5]=[CH:4][C:3]=1[NH2:30].[CH:31](=O)[CH3:32].C(O)(=O)C.C([BH3-])#N, predict the reaction product. The product is: [CH2:31]([NH:30][C:3]1[CH:4]=[CH:5][CH:6]=[C:7]([C:8]2[N:9]=[N:10][N:11]([C:13]3[N:14]([CH3:29])[N:15]=[C:16]([C:22]([F:27])([F:28])[C:23]([F:24])([F:26])[F:25])[C:17]=3[C:18]([F:19])([F:20])[F:21])[CH:12]=2)[C:2]=1[F:1])[CH3:32]. (3) Given the reactants [CH2:1]([O:3][C:4]([C:6]1[NH:7][C:8]2[C:13]([CH:14]=1)=[CH:12][C:11]([CH3:15])=[CH:10][CH:9]=2)=[O:5])[CH3:2].[C:16]([O:20][C:21]([N:23]1[CH2:27][C@H:26]([CH3:28])OS1(=O)=O)=[O:22])([CH3:19])([CH3:18])[CH3:17], predict the reaction product. The product is: [CH2:1]([O:3][C:4]([C:6]1[N:7]([C@H:26]([CH3:28])[CH2:27][NH:23][C:21]([O:20][C:16]([CH3:19])([CH3:18])[CH3:17])=[O:22])[C:8]2[C:13]([CH:14]=1)=[CH:12][C:11]([CH3:15])=[CH:10][CH:9]=2)=[O:5])[CH3:2]. (4) Given the reactants [CH3:1][C:2]([CH3:7])([CH3:6])[C:3]([NH2:5])=[O:4].C(Cl)(=O)[C:9](Cl)=[O:10].[C:14]([O:18][C:19]([N:21]([C:42]([O:44][C:45]([CH3:48])([CH3:47])[CH3:46])=[O:43])[C:22]1[N:27]=[CH:26][C:25]([C:28]2[CH:33]=[C:32]([O:34][C:35]3[CH:36]=[N:37][C:38]([NH2:41])=[CH:39][CH:40]=3)[CH:31]=[CH:30][N:29]=2)=[CH:24][CH:23]=1)=[O:20])([CH3:17])([CH3:16])[CH3:15], predict the reaction product. The product is: [C:45]([O:44][C:42]([N:21]([C:19]([O:18][C:14]([CH3:17])([CH3:16])[CH3:15])=[O:20])[C:22]1[N:27]=[CH:26][C:25]([C:28]2[CH:33]=[C:32]([O:34][C:35]3[CH:40]=[CH:39][C:38]([NH:41][C:9]([NH:5][C:3](=[O:4])[C:2]([CH3:7])([CH3:6])[CH3:1])=[O:10])=[N:37][CH:36]=3)[CH:31]=[CH:30][N:29]=2)=[CH:24][CH:23]=1)=[O:43])([CH3:48])([CH3:47])[CH3:46]. (5) Given the reactants [OH:1][CH2:2][C:3]([NH:6][C:7]([C:9]1[C:17]2[C:12](=[N:13][CH:14]=[C:15]([N:18]3[C:26]4[C:21](=[CH:22][CH:23]=[CH:24][CH:25]=4)[C:20]([O:27][CH3:28])=[N:19]3)[N:16]=2)[N:11](COCC[Si](C)(C)C)[CH:10]=1)=[O:8])([CH3:5])[CH3:4].FC(F)(F)C(O)=O, predict the reaction product. The product is: [OH:1][CH2:2][C:3]([NH:6][C:7]([C:9]1[C:17]2[C:12](=[N:13][CH:14]=[C:15]([N:18]3[C:26]4[C:21](=[CH:22][CH:23]=[CH:24][CH:25]=4)[C:20]([O:27][CH3:28])=[N:19]3)[N:16]=2)[NH:11][CH:10]=1)=[O:8])([CH3:5])[CH3:4]. (6) Given the reactants [Br:1][C:2]1[S:6][CH:5]=[C:4]([C:7]([NH:9][C@H:10]([C:12]2[CH:21]=[CH:20][C:15]([C:16]([O:18]C)=[O:17])=[CH:14][CH:13]=2)[CH3:11])=[O:8])[C:3]=1[CH2:22][C:23]1[CH:28]=[CH:27][CH:26]=[C:25]([Cl:29])[CH:24]=1, predict the reaction product. The product is: [Br:1][C:2]1[S:6][CH:5]=[C:4]([C:7]([NH:9][C@H:10]([C:12]2[CH:13]=[CH:14][C:15]([C:16]([OH:18])=[O:17])=[CH:20][CH:21]=2)[CH3:11])=[O:8])[C:3]=1[CH2:22][C:23]1[CH:28]=[CH:27][CH:26]=[C:25]([Cl:29])[CH:24]=1. (7) Given the reactants [CH2:1]([O:5][C:6]1[CH:11]=[C:10]([O:12][CH2:13][CH2:14][CH2:15][CH3:16])[CH:9]=[CH:8][C:7]=1[C:17]1[S:21][C:20]([CH:22]=O)=[CH:19][CH:18]=1)[CH2:2][CH2:3][CH3:4].[S:24]1[CH2:30][C:28](=[O:29])[N:27]([CH2:31][C:32]([OH:34])=[O:33])[C:25]1=[S:26].N1CCCCC1.Cl, predict the reaction product. The product is: [CH2:1]([O:5][C:6]1[CH:11]=[C:10]([O:12][CH2:13][CH2:14][CH2:15][CH3:16])[CH:9]=[CH:8][C:7]=1[C:17]1[S:21][C:20]([CH:22]=[C:30]2[S:24][C:25](=[S:26])[N:27]([CH2:31][C:32]([OH:34])=[O:33])[C:28]2=[O:29])=[CH:19][CH:18]=1)[CH2:2][CH2:3][CH3:4].